From a dataset of Full USPTO retrosynthesis dataset with 1.9M reactions from patents (1976-2016). Predict the reactants needed to synthesize the given product. (1) Given the product [F:8][C:6]1[CH:5]=[C:4]([CH:9]2[N:26]([CH2:25][C:24]([O:23][CH2:21][CH3:22])=[O:27])[C:13](=[O:15])[C:12]([CH3:18])([CH3:17])[NH:11][CH2:10]2)[CH:3]=[C:2]([F:1])[CH:7]=1, predict the reactants needed to synthesize it. The reactants are: [F:1][C:2]1[CH:3]=[C:4]([C:9](=O)[CH2:10][NH:11][C:12]([CH3:18])([CH3:17])[C:13]([O:15]C)=O)[CH:5]=[C:6]([F:8])[CH:7]=1.Cl.[CH2:21]([O:23][C:24](=[O:27])[CH2:25][NH2:26])[CH3:22].CC(O)=O.[BH3-]C#N.[Na+]. (2) The reactants are: [C:1]([CH:4]([NH:13][C:14]1[C:23]([C:24]([OH:26])=[O:25])=[CH:22][C:21]2[C:16](=[CH:17][CH:18]=[C:19]([Cl:27])[CH:20]=2)[N:15]=1)[CH2:5][C:6]1[CH:11]=[CH:10][C:9]([OH:12])=[CH:8][CH:7]=1)([OH:3])=[O:2].[H-].[Na+].Cl[C:31]1[CH:40]=[CH:39][C:38]2[C:33](=[CH:34][CH:35]=[CH:36][CH:37]=2)[N:32]=1.Cl. Given the product [C:1]([CH:4]([NH:13][C:14]1[C:23]([C:24]([OH:26])=[O:25])=[CH:22][C:21]2[C:16](=[CH:17][CH:18]=[C:19]([Cl:27])[CH:20]=2)[N:15]=1)[CH2:5][C:6]1[CH:7]=[CH:8][C:9]([O:12][C:31]2[CH:40]=[CH:39][C:38]3[C:33](=[CH:34][CH:35]=[CH:36][CH:37]=3)[N:32]=2)=[CH:10][CH:11]=1)([OH:3])=[O:2], predict the reactants needed to synthesize it.